From a dataset of Retrosynthesis with 50K atom-mapped reactions and 10 reaction types from USPTO. Predict the reactants needed to synthesize the given product. (1) Given the product CN1CCC(NC(=O)c2cn(-c3ccc(Cl)cc3)c(-c3ccccc3Cl)n2)CC1, predict the reactants needed to synthesize it. The reactants are: CI.O=C(NC1CCNCC1)c1cn(-c2ccc(Cl)cc2)c(-c2ccccc2Cl)n1. (2) Given the product CCOC(=O)c1cccc(-c2cc3cc(O)ccc3n2C(=O)OC(C)(C)C)c1, predict the reactants needed to synthesize it. The reactants are: CCOC(=O)c1cccc(-c2cc3cc(OCc4ccccc4)ccc3n2C(=O)OC(C)(C)C)c1. (3) Given the product CCOC(=O)Cc1ccc(NC(=O)Nc2ncc(Sc3ccccn3)s2)c(C(=O)C2CCCC2)c1, predict the reactants needed to synthesize it. The reactants are: CCOC(=O)Cc1ccc(NC(=O)Nc2ncc(Br)s2)c(C(=O)C2CCCC2)c1.Sc1ccccn1. (4) Given the product Cc1sc2cc(Oc3ccnc4cc(C(=O)N5CC[C@@H](O)C5)sc34)ccc2c1C(=O)NCC1CC1, predict the reactants needed to synthesize it. The reactants are: Cc1sc2cc(Oc3ccnc4cc(C(=O)N5CC[C@@H](O)C5)sc34)ccc2c1C(=O)O.NCC1CC1. (5) Given the product C#Cc1cc(OC)c(OCCO)c(C2NC(=O)CC(c3cccc(Cl)c3)C23C(=O)Nc2cc(Cl)ccc23)c1, predict the reactants needed to synthesize it. The reactants are: C#C[Si](C)(C)C.COc1cc(I)cc(C2NC(=O)CC(c3cccc(Cl)c3)C23C(=O)Nc2cc(Cl)ccc23)c1OCCO. (6) The reactants are: O=C(Cl)OCc1ccc([N+](=O)[O-])cc1.O=C(O)CO. Given the product O=C(O)COC(=O)OCc1ccc([N+](=O)[O-])cc1, predict the reactants needed to synthesize it. (7) Given the product C[C@@H](C(=O)N[C@H](C(=O)N1c2ncccc2CC1C(=O)Nc1c(F)cccc1F)C1CCOCC1)N(C)C(=O)OC(C)(C)C, predict the reactants needed to synthesize it. The reactants are: C[C@@H](C(=O)O)N(C)C(=O)OC(C)(C)C.N[C@H](C(=O)N1c2ncccc2CC1C(=O)Nc1c(F)cccc1F)C1CCOCC1. (8) Given the product CNC(=O)CCc1ccc(Br)cc1, predict the reactants needed to synthesize it. The reactants are: CN.O=C(O)CCc1ccc(Br)cc1. (9) The reactants are: COc1ccc(S(=O)(=O)C(c2cnc(C(=O)O)cc2C)c2cc(F)ccc2F)cc1.NCCO. Given the product COc1ccc(S(=O)(=O)C(c2cnc(C(=O)NCCO)cc2C)c2cc(F)ccc2F)cc1, predict the reactants needed to synthesize it.